From a dataset of Forward reaction prediction with 1.9M reactions from USPTO patents (1976-2016). Predict the product of the given reaction. (1) The product is: [Cl:28][C:16]1[C:17]2[C:9]([C:6]3[CH:7]=[CH:8][C:3]([CH2:1][CH3:2])=[CH:4][CH:5]=3)=[CH:10][O:11][C:12]=2[N:13]=[CH:14][N:15]=1. Given the reactants [CH2:1]([C:3]1[CH:8]=[CH:7][C:6]([C:9]2[C:17]3[C:16](=O)[NH:15][CH:14]=[N:13][C:12]=3[O:11][CH:10]=2)=[CH:5][CH:4]=1)[CH3:2].S1(CCCC1)(=O)=O.P(Cl)(Cl)([Cl:28])=O, predict the reaction product. (2) Given the reactants Br[C:2]1[N:6]2[N:7]=[C:8]([NH:11][CH2:12][C:13]3[CH:18]=[CH:17][CH:16]=[CH:15][N:14]=3)[CH:9]=[CH:10][C:5]2=[N:4][CH:3]=1.[ClH:19], predict the reaction product. The product is: [ClH:19].[C:12]([C:2]1[N:6]2[N:7]=[C:8]([NH:11][CH2:12][C:13]3[CH:18]=[CH:17][CH:16]=[CH:15][N:14]=3)[CH:9]=[CH:10][C:5]2=[N:4][CH:3]=1)#[C:13][CH2:18][CH2:17][CH2:16][CH3:15].